This data is from Full USPTO retrosynthesis dataset with 1.9M reactions from patents (1976-2016). The task is: Predict the reactants needed to synthesize the given product. (1) Given the product [Br:1][C:2]1[C:11]2[C:6](=[CH:7][CH:8]=[CH:9][CH:10]=2)[CH:5]=[CH:4][C:3]=1[CH:12]([NH:13][S:14]([C:16]([CH3:19])([CH3:18])[CH3:17])=[O:15])[CH3:20], predict the reactants needed to synthesize it. The reactants are: [Br:1][C:2]1[C:11]2[C:6](=[CH:7][CH:8]=[CH:9][CH:10]=2)[CH:5]=[CH:4][C:3]=1/[CH:12]=[N:13]/[S:14]([C:16]([CH3:19])([CH3:18])[CH3:17])=[O:15].[CH3:20][Mg]Br.C(OCC)C. (2) Given the product [CH:33]1[C:42]2[C:37](=[CH:38][CH:39]=[CH:40][CH:41]=2)[CH:36]=[CH:35][C:34]=1[C:43]([NH:1][C:2]1[CH:3]=[C:4]([N:8]2[C:13](=[O:14])[C:12]([CH2:15][C:16]3[CH:17]=[N:18][CH:19]=[CH:20][CH:21]=3)=[N:11][C:10]3[CH:22]=[CH:23][CH:24]=[N:25][C:9]2=3)[CH:5]=[CH:6][CH:7]=1)=[O:44], predict the reactants needed to synthesize it. The reactants are: [NH2:1][C:2]1[CH:3]=[C:4]([N:8]2[C:13](=[O:14])[C:12]([CH2:15][C:16]3[CH:17]=[N:18][CH:19]=[CH:20][CH:21]=3)=[N:11][C:10]3[CH:22]=[CH:23][CH:24]=[N:25][C:9]2=3)[CH:5]=[CH:6][CH:7]=1.C(N(CC)CC)C.[CH:33]1[C:42]2[C:37](=[CH:38][CH:39]=[CH:40][CH:41]=2)[CH:36]=[CH:35][C:34]=1[C:43](Cl)=[O:44].C(=O)(O)[O-].[Na+]. (3) The reactants are: [O:1]=[C:2]1[CH:11]=[CH:10][C:9]2[C:4](=[CH:5][CH:6]=[CH:7][N:8]=2)[N:3]1[CH2:12][CH:13]=O.[O:15]1[C:20]2[CH:21]=[CH:22][C:23]([CH2:25][N:26]([CH:34]3[CH2:39][CH2:38][NH:37][CH2:36][CH2:35]3)[C:27](=[O:33])[O:28][C:29]([CH3:32])([CH3:31])[CH3:30])=[CH:24][C:19]=2[O:18][CH2:17][CH2:16]1.C(O)(=O)C.C(O[BH-](OC(=O)C)OC(=O)C)(=O)C.[Na+]. Given the product [O:15]1[C:20]2[CH:21]=[CH:22][C:23]([CH2:25][N:26]([CH:34]3[CH2:39][CH2:38][N:37]([CH2:13][CH2:12][N:3]4[C:4]5[C:9](=[N:8][CH:7]=[CH:6][CH:5]=5)[CH:10]=[CH:11][C:2]4=[O:1])[CH2:36][CH2:35]3)[C:27](=[O:33])[O:28][C:29]([CH3:32])([CH3:30])[CH3:31])=[CH:24][C:19]=2[O:18][CH2:17][CH2:16]1, predict the reactants needed to synthesize it.